Predict the reactants needed to synthesize the given product. From a dataset of Full USPTO retrosynthesis dataset with 1.9M reactions from patents (1976-2016). (1) Given the product [Cl-:25].[C:22]([N+:1]1[C:14]([C:15]2[CH:20]=[CH:19][CH:18]=[CH:17][CH:16]=2)=[C:13]([NH:12][C:8]([CH3:11])([CH3:10])[CH3:9])[N:3]2[CH:4]=[CH:5][N:6]=[CH:7][C:2]=12)(=[O:24])[CH3:23], predict the reactants needed to synthesize it. The reactants are: [NH2:1][C:2]1[CH:7]=[N:6][CH:5]=[CH:4][N:3]=1.[C:8]([N+:12]#[C-:13])([CH3:11])([CH3:10])[CH3:9].[CH:14](=O)[C:15]1[CH:20]=[CH:19][CH:18]=[CH:17][CH:16]=1.[C:22]([Cl:25])(=[O:24])[CH3:23]. (2) Given the product [CH3:33][O:34][C:35](=[O:42])[C@H:36]([CH2:38][CH2:39][S:40][CH3:41])[NH:37][C:20](=[O:21])[C:19]1[CH:23]=[CH:24][C:16]([CH2:15][N:8]([CH2:1][C:2]2[CH:7]=[CH:6][CH:5]=[CH:4][CH:3]=2)[C:9]2[CH:10]=[N:11][CH:12]=[CH:13][CH:14]=2)=[CH:17][C:18]=1[C:25]1[CH:30]=[CH:29][CH:28]=[CH:27][C:26]=1[CH3:31], predict the reactants needed to synthesize it. The reactants are: [CH2:1]([N:8]([CH2:15][C:16]1[CH:24]=[CH:23][C:19]([C:20](O)=[O:21])=[C:18]([C:25]2[CH:30]=[CH:29][CH:28]=[CH:27][C:26]=2[CH3:31])[CH:17]=1)[C:9]1[CH:10]=[N:11][CH:12]=[CH:13][CH:14]=1)[C:2]1[CH:7]=[CH:6][CH:5]=[CH:4][CH:3]=1.Cl.[CH3:33][O:34][C:35](=[O:42])[C@H:36]([CH2:38][CH2:39][S:40][CH3:41])[NH2:37].C1C=C2C(N(O)N=NC2=CC=1)=O.CCN=C=NCCCN(C)C.CN1CCOCC1.